From a dataset of Forward reaction prediction with 1.9M reactions from USPTO patents (1976-2016). Predict the product of the given reaction. (1) Given the reactants [N:1]1[C:6]2[NH:7][C:8]3[C:13]([C:5]=2[CH:4]=[CH:3][CH:2]=1)=[CH:12][C:11]([C:14](OC)=[O:15])=[CH:10][CH:9]=3.[H-].[Al+3].[Li+].[H-].[H-].[H-].CCOCC.O, predict the reaction product. The product is: [N:1]1[C:6]2[NH:7][C:8]3[C:13]([C:5]=2[CH:4]=[CH:3][CH:2]=1)=[CH:12][C:11]([CH2:14][OH:15])=[CH:10][CH:9]=3. (2) Given the reactants [CH2:1]([O:8][C:9]1([C:12]2[CH:17]=[CH:16][C:15]([C:18]#[C:19][C:20]3[CH:30]=[CH:29][C:23]([C:24]([O:26]CC)=[O:25])=[CH:22][CH:21]=3)=[CH:14][CH:13]=2)[CH2:11][CH2:10]1)[C:2]1[CH:7]=[CH:6][CH:5]=[CH:4][CH:3]=1.[OH-].[Na+], predict the reaction product. The product is: [CH2:1]([O:8][C:9]1([C:12]2[CH:17]=[CH:16][C:15]([C:18]#[C:19][C:20]3[CH:21]=[CH:22][C:23]([C:24]([OH:26])=[O:25])=[CH:29][CH:30]=3)=[CH:14][CH:13]=2)[CH2:10][CH2:11]1)[C:2]1[CH:7]=[CH:6][CH:5]=[CH:4][CH:3]=1. (3) Given the reactants [CH3:1][O:2][C:3]1[CH:8]=[CH:7][C:6]([C:9](=O)[CH2:10][C:11]([O:13]C)=O)=[CH:5][C:4]=1[O:16][C:17]([F:20])([F:19])[F:18].CC1C=CC(S(O)(=O)=O)=CC=1.COC(OC)OC.[NH2:39][C:40]1[CH:45]=[CH:44][C:43]([F:46])=[CH:42][N:41]=1, predict the reaction product. The product is: [F:46][C:43]1[CH:44]=[CH:45][C:40]2[N:41]([CH:42]=1)[C:11](=[O:13])[CH:10]=[C:9]([C:6]1[CH:7]=[CH:8][C:3]([O:2][CH3:1])=[C:4]([O:16][C:17]([F:20])([F:19])[F:18])[CH:5]=1)[N:39]=2.